Dataset: Full USPTO retrosynthesis dataset with 1.9M reactions from patents (1976-2016). Task: Predict the reactants needed to synthesize the given product. (1) Given the product [Cl:8][C:6]1[N:7]=[C:2]([Cl:1])[N:3]=[C:4]([O:25][CH2:24][C:19]2[CH:20]=[CH:21][CH:22]=[CH:23][N:18]=2)[N:5]=1, predict the reactants needed to synthesize it. The reactants are: [Cl:1][C:2]1[N:7]=[C:6]([Cl:8])[N:5]=[C:4](NCCN2CCCCC2)[N:3]=1.[N:18]1[CH:23]=[CH:22][CH:21]=[CH:20][C:19]=1[CH2:24][OH:25]. (2) The reactants are: C12OC1CCN(C(OCC1C=CC=CC=1)=O)C2.[NH2:18][CH:19]1[CH:24]([OH:25])[CH2:23][CH2:22][N:21]([C:26]([O:28][CH2:29][C:30]2[CH:35]=[CH:34][CH:33]=[CH:32][CH:31]=2)=[O:27])[CH2:20]1.[NH2:36][CH:37]1[CH2:42][CH2:41][N:40]([C:43]([O:45][CH2:46][C:47]2[CH:52]=[CH:51][CH:50]=[CH:49][CH:48]=2)=[O:44])[CH2:39][CH:38]1[OH:53].[CH3:54][C:55]([O:58][C:59](O[C:62]([O:64][C:65]([CH3:68])([CH3:67])[CH3:66])=[O:63])=[O:60])([CH3:57])[CH3:56].C(N(CC)CC)C. Given the product [C:55]([O:58][C:59]([NH:18][CH:19]1[CH:24]([OH:25])[CH2:23][CH2:22][N:21]([C:26]([O:28][CH2:29][C:30]2[CH:35]=[CH:34][CH:33]=[CH:32][CH:31]=2)=[O:27])[CH2:20]1)=[O:60])([CH3:57])([CH3:56])[CH3:54].[C:65]([O:64][C:62]([NH:36][CH:37]1[CH2:42][CH2:41][N:40]([C:43]([O:45][CH2:46][C:47]2[CH:48]=[CH:49][CH:50]=[CH:51][CH:52]=2)=[O:44])[CH2:39][CH:38]1[OH:53])=[O:63])([CH3:66])([CH3:67])[CH3:68], predict the reactants needed to synthesize it. (3) Given the product [C:1]([O:5][C:6]([NH:7][C@H:8]([C:9]([N:11]1[CH2:15][CH2:14][CH2:13][C@H:12]1[C:16](=[O:18])[NH2:17])=[O:10])[CH2:19][C:20]1[CH:25]=[CH:24][C:23]([O:26][S:45]([C:48]([F:51])([F:50])[F:49])(=[O:47])=[O:46])=[CH:22][C:21]=1[F:27])=[O:28])([CH3:4])([CH3:2])[CH3:3], predict the reactants needed to synthesize it. The reactants are: [C:1]([O:5][C:6](=[O:28])[NH:7][C@@H:8]([CH2:19][C:20]1[CH:25]=[CH:24][C:23]([OH:26])=[CH:22][C:21]=1[F:27])[C:9]([N:11]1[CH2:15][CH2:14][CH2:13][C@H:12]1[C:16](=[O:18])[NH2:17])=[O:10])([CH3:4])([CH3:3])[CH3:2].CCN(C(C)C)C(C)C.C1C=CC(N([S:45]([C:48]([F:51])([F:50])[F:49])(=[O:47])=[O:46])[S:45]([C:48]([F:51])([F:50])[F:49])(=[O:47])=[O:46])=CC=1. (4) Given the product [F:56][CH:57]([F:60])[CH2:58][O:59][C:2]1[CH:3]=[C:4]2[C:8](=[C:9]([Cl:11])[CH:10]=1)[C:7](=[O:12])[N:6]([CH2:13][C:14]1[CH:19]=[CH:18][C:17]([Cl:20])=[CH:16][CH:15]=1)[CH2:5]2, predict the reactants needed to synthesize it. The reactants are: Br[C:2]1[CH:3]=[C:4]2[C:8](=[C:9]([Cl:11])[CH:10]=1)[C:7](=[O:12])[N:6]([CH2:13][C:14]1[CH:19]=[CH:18][C:17]([Cl:20])=[CH:16][CH:15]=1)[CH2:5]2.C(P(C(C)(C)C)C1C=CC2C(=CC=CC=2)C=1C1C2C(=CC=CC=2)C=CC=1)(C)(C)C.C(=O)([O-])[O-].[Cs+].[Cs+].[F:56][CH:57]([F:60])[CH2:58][OH:59]. (5) Given the product [CH3:27][O:26][C:15]1[CH:16]=[CH:17][C:18]([CH2:20][N:21]2[CH2:22][CH2:23][CH2:24][CH2:25]2)=[CH:19][C:14]=1[C:11]1[C:12]2[O:13][C:5]([CH:4]=[O:3])=[CH:6][C:7]=2[CH:8]=[N:9][CH:10]=1, predict the reactants needed to synthesize it. The reactants are: C([O:3][CH:4](OCC)[C:5]1[O:13][C:12]2[C:11]([C:14]3[CH:19]=[C:18]([CH2:20][N:21]4[CH2:25][CH2:24][CH2:23][CH2:22]4)[CH:17]=[CH:16][C:15]=3[O:26][CH3:27])=[CH:10][N:9]=[CH:8][C:7]=2[CH:6]=1)C.Cl.C(=O)(O)[O-].[Na+]. (6) Given the product [O:1]=[C:2]1[CH:6]([C:7]([OH:9])=[O:8])[CH2:5][CH2:4][NH:3]1, predict the reactants needed to synthesize it. The reactants are: [O:1]=[C:2]1[CH:6]([C:7]([O:9]C)=[O:8])[CH2:5][CH2:4][NH:3]1.C[Si](C)(C)[O-].[K+]. (7) Given the product [Si:28]([O:1][CH:2]([CH:7]1[CH2:16][CH2:15][C:14]2[C:9](=[CH:10][CH:11]=[C:12]([O:17][C:18]3[CH:19]=[CH:20][CH:21]=[CH:22][CH:23]=3)[CH:13]=2)[CH2:8]1)[C:3]([O:5][CH3:6])=[O:4])([C:25]([CH3:27])([CH3:26])[CH3:24])([CH3:30])[CH3:29], predict the reactants needed to synthesize it. The reactants are: [OH:1][CH:2]([CH:7]1[CH2:16][CH2:15][C:14]2[C:9](=[CH:10][CH:11]=[C:12]([O:17][C:18]3[CH:23]=[CH:22][CH:21]=[CH:20][CH:19]=3)[CH:13]=2)[CH2:8]1)[C:3]([O:5][CH3:6])=[O:4].[CH3:24][C:25]([Si:28](Cl)([CH3:30])[CH3:29])([CH3:27])[CH3:26].N1C=CN=C1. (8) The reactants are: [H-].[Na+].[CH3:3][O:4][CH2:5][O:6][C:7]1[C:15]2[CH:14]=[C:13]([C:16]3[O:20][C:19](=[O:21])[NH:18][N:17]=3)[O:12][C:11]=2[CH:10]=[CH:9][CH:8]=1.[CH3:22]I. Given the product [CH3:3][O:4][CH2:5][O:6][C:7]1[C:15]2[CH:14]=[C:13]([C:16]3[O:20][C:19]([O:21][CH3:22])=[N:18][N:17]=3)[O:12][C:11]=2[CH:10]=[CH:9][CH:8]=1, predict the reactants needed to synthesize it.